Dataset: Reaction yield outcomes from USPTO patents with 853,638 reactions. Task: Predict the reaction yield, written as a fraction of the theoretical maximum amount of product (1.0 means a 100% yield; for example, 0.34 means a 34% yield). (1) The reactants are [CH3:1][C:2]1[C:17]([CH3:18])=[CH:16][C:5]([NH:6][CH2:7][CH2:8][CH2:9][C:10]2[CH:11]=[N:12][CH:13]=[CH:14][CH:15]=2)=[C:4]([N+:19]([O-])=O)[CH:3]=1. The catalyst is CCO.[Ni]. The product is [CH3:1][C:2]1[CH:3]=[C:4]([NH2:19])[C:5]([NH:6][CH2:7][CH2:8][CH2:9][C:10]2[CH:11]=[N:12][CH:13]=[CH:14][CH:15]=2)=[CH:16][C:17]=1[CH3:18]. The yield is 0.960. (2) The reactants are [CH3:1][C:2]([O:7][C:8]1[CH:9]=[CH:10][C:11]([Cl:14])=[CH:12][CH:13]=1)([C:4]([OH:6])=[O:5])[CH3:3].[CH3:15][C@H:16](NC)[C@H](O)C1C=CC=CC=1. No catalyst specified. The product is [CH3:15][CH2:16][O:5][C:4]([C:2]([O:7][C:8]1[CH:13]=[CH:12][C:11]([Cl:14])=[CH:10][CH:9]=1)([CH3:1])[CH3:3])=[O:6]. The yield is 1.00. (3) The reactants are C(=O)([O-])[O-].[Cs+2].[CH3:6][O:7][N:8]([CH3:17])[C:9]([C:11]1[N:12]=[C:13](Br)[S:14][CH:15]=1)=[O:10].[NH:18]1[CH:22]=[CH:21][N:20]=[CH:19]1. The catalyst is CN(C=O)C.CCOC(C)=O. The product is [CH3:6][O:7][N:8]([CH3:17])[C:9]([C:11]1[N:12]=[C:13]([N:18]2[CH:22]=[CH:21][N:20]=[CH:19]2)[S:14][CH:15]=1)=[O:10]. The yield is 0.920. (4) The reactants are [CH:1]([N:4]1[CH2:9][CH2:8][CH:7]([O:10][C:11]2[CH:19]=[CH:18][C:17]3[N:16]4[C@H:20]([CH3:25])[CH2:21][NH:22][C:23](=[O:24])[C:15]4=[CH:14][C:13]=3[CH:12]=2)[CH2:6][CH2:5]1)([CH3:3])[CH3:2].[CH3:26][O:27][CH2:28][CH2:29]Br.[H-].[Na+]. No catalyst specified. The product is [CH:1]([N:4]1[CH2:9][CH2:8][CH:7]([O:10][C:11]2[CH:19]=[CH:18][C:17]3[N:16]4[C@H:20]([CH3:25])[CH2:21][N:22]([CH2:29][CH2:28][O:27][CH3:26])[C:23](=[O:24])[C:15]4=[CH:14][C:13]=3[CH:12]=2)[CH2:6][CH2:5]1)([CH3:3])[CH3:2]. The yield is 0.260. (5) The reactants are [CH2:1]([O:3][P:4]([CH:9]([C:35]#[N:36])[CH2:10][C:11]([CH3:34])=[CH:12][CH2:13][C:14]1[C:15]([O:27]CC[Si](C)(C)C)=[C:16]2[C:20](=[C:21]([CH3:25])[C:22]=1[O:23][CH3:24])[CH2:19][O:18][C:17]2=[O:26])(=[O:8])[O:5][CH2:6][CH3:7])[CH3:2]. The catalyst is C(O)(C(F)(F)F)=O.C(Cl)Cl. The product is [CH2:1]([O:3][P:4]([CH:9]([C:35]#[N:36])[CH2:10][C:11]([CH3:34])=[CH:12][CH2:13][C:14]1[C:15]([OH:27])=[C:16]2[C:20](=[C:21]([CH3:25])[C:22]=1[O:23][CH3:24])[CH2:19][O:18][C:17]2=[O:26])(=[O:8])[O:5][CH2:6][CH3:7])[CH3:2]. The yield is 0.800.